This data is from Forward reaction prediction with 1.9M reactions from USPTO patents (1976-2016). The task is: Predict the product of the given reaction. (1) Given the reactants [C:1]([O:5][C:6]([N:8]1[CH2:12][CH2:11][CH2:10][C@H:9]1[CH2:13][NH:14][C:15]1[CH:20]=[CH:19][C:18](Br)=[CH:17][C:16]=1[O:22][C:23]1[CH:28]=[CH:27][C:26]([O:29][CH3:30])=[CH:25][CH:24]=1)=[O:7])([CH3:4])([CH3:3])[CH3:2].[CH3:31][N:32](C=O)C, predict the reaction product. The product is: [C:1]([O:5][C:6]([N:8]1[CH2:12][CH2:11][CH2:10][C@H:9]1[CH2:13][NH:14][C:15]1[CH:20]=[CH:19][C:18]([C:31]#[N:32])=[CH:17][C:16]=1[O:22][C:23]1[CH:28]=[CH:27][C:26]([O:29][CH3:30])=[CH:25][CH:24]=1)=[O:7])([CH3:4])([CH3:3])[CH3:2]. (2) Given the reactants [NH:1]1[CH2:6][CH2:5][CH:4]([S:7][C:8]2[CH:14]=[CH:13][C:11]([NH2:12])=[CH:10][CH:9]=2)[CH2:3][CH2:2]1.Br[CH2:16][C:17]1[CH:22]=[CH:21][C:20]([C:23]([OH:32])([C:28]([F:31])([F:30])[F:29])[C:24]([F:27])([F:26])[F:25])=[CH:19][CH:18]=1.C(=O)([O-])[O-].[K+].[K+], predict the reaction product. The product is: [NH2:12][C:11]1[CH:13]=[CH:14][C:8]([S:7][CH:4]2[CH2:3][CH2:2][N:1]([CH2:16][C:17]3[CH:18]=[CH:19][C:20]([C:23]([OH:32])([C:24]([F:25])([F:26])[F:27])[C:28]([F:29])([F:30])[F:31])=[CH:21][CH:22]=3)[CH2:6][CH2:5]2)=[CH:9][CH:10]=1. (3) Given the reactants CN(C)C=O.[NH2:6][C:7]1[CH:11]=[C:10]([C:12]([CH3:15])([CH3:14])[CH3:13])[NH:9][N:8]=1.[CH3:16][N:17]1[C:25]2[C:20](=[CH:21][C:22](B(O)O)=[CH:23][CH:24]=2)[CH:19]=[CH:18]1.N, predict the reaction product. The product is: [C:12]([C:10]1[CH:11]=[C:7]([NH2:6])[N:8]([C:22]2[CH:21]=[C:20]3[C:25](=[CH:24][CH:23]=2)[N:17]([CH3:16])[CH:18]=[CH:19]3)[N:9]=1)([CH3:15])([CH3:14])[CH3:13]. (4) Given the reactants C(OP([CH2:9][S:10]([O:13][CH2:14][CH3:15])(=[O:12])=[O:11])(OCC)=O)C.C([Li])CCC.[Cl:21][C:22]1[S:23][C:24]([C:27](=O)[C:28]([F:31])([F:30])[F:29])=[CH:25][CH:26]=1, predict the reaction product. The product is: [Cl:21][C:22]1[S:23][C:24](/[C:27](/[C:28]([F:31])([F:29])[F:30])=[CH:9]/[S:10]([O:13][CH2:14][CH3:15])(=[O:11])=[O:12])=[CH:25][CH:26]=1. (5) Given the reactants [Cl-].O[NH3+:3].[C:4](=[O:7])([O-])[OH:5].[Na+].CS(C)=O.[Si]([O:20][CH:21]1[CH2:26][O:25][C:24]2([CH2:31][CH2:30][CH:29]([N:32]3[C:37](=[O:38])[C:36]([CH2:39][C:40]4[CH:45]=[CH:44][C:43]([C:46]5[C:47]([C:52]#[N:53])=[CH:48][CH:49]=[CH:50][CH:51]=5)=[CH:42][CH:41]=4)=[C:35]([CH2:54][CH2:55][CH3:56])[N:34]4[N:57]=[CH:58][N:59]=[C:33]34)[CH2:28][CH2:27]2)[O:23][CH2:22]1)(C(C)(C)C)(C)C, predict the reaction product. The product is: [OH:20][CH:21]1[CH2:26][O:25][C:24]2([CH2:27][CH2:28][CH:29]([N:32]3[C:37](=[O:38])[C:36]([CH2:39][C:40]4[CH:41]=[CH:42][C:43]([C:46]5[CH:51]=[CH:50][CH:49]=[CH:48][C:47]=5[C:52]5[NH:3][C:4](=[O:7])[O:5][N:53]=5)=[CH:44][CH:45]=4)=[C:35]([CH2:54][CH2:55][CH3:56])[N:34]4[N:57]=[CH:58][N:59]=[C:33]34)[CH2:30][CH2:31]2)[O:23][CH2:22]1. (6) Given the reactants [C:1]([CH:6]=P(C1C=CC=CC=1)(C1C=CC=CC=1)C1C=CC=CC=1)([O:3][CH2:4][CH3:5])=[O:2].[F:26][C:27]1[CH:34]=[CH:33][CH:32]=[C:31]([F:35])[C:28]=1[CH:29]=O, predict the reaction product. The product is: [F:26][C:27]1[CH:34]=[CH:33][CH:32]=[C:31]([F:35])[C:28]=1/[CH:29]=[CH:6]/[C:1]([O:3][CH2:4][CH3:5])=[O:2]. (7) The product is: [CH2:1]1[C:10]2[C:5](=[CH:6][CH:7]=[CH:8][CH:9]=2)[CH2:4][CH2:3][N:2]1[C:11]1[N:12]=[C:36]([C:35]([OH:32])=[O:37])[CH:14]=[C:15]2[C:19]([CH3:20])=[C:18]([CH3:21])[N:17]([CH2:22][C:23]3[CH:28]=[CH:27][C:26]([F:29])=[CH:25][CH:24]=3)[C:16]=12. Given the reactants [CH2:1]1[C:10]2[C:5](=[CH:6][CH:7]=[CH:8][CH:9]=2)[CH2:4][CH2:3][N:2]1[C:11]1[N:12]=C(C#N)[CH:14]=[C:15]2[C:19]([CH3:20])=[C:18]([CH3:21])[N:17]([CH2:22][C:23]3[CH:28]=[CH:27][C:26]([F:29])=[CH:25][CH:24]=3)[C:16]=12.[OH-:32].[K+].Cl.[CH2:35]([OH:37])[CH3:36], predict the reaction product.